Dataset: Forward reaction prediction with 1.9M reactions from USPTO patents (1976-2016). Task: Predict the product of the given reaction. Given the reactants [Cl:1][CH2:2][C:3](Cl)=[O:4].[NH2:6][C:7]1[CH:12]=[CH:11][C:10]([C:13]2[CH:14]=[C:15]([O:20][CH2:21][C:22]3([CH2:25][NH:26][C:27](=[O:33])[O:28][C:29]([CH3:32])([CH3:31])[CH3:30])[CH2:24][CH2:23]3)[CH:16]=[N:17][C:18]=2[Cl:19])=[CH:9][CH:8]=1.C(N(CC)CC)C, predict the reaction product. The product is: [C:29]([O:28][C:27](=[O:33])[NH:26][CH2:25][C:22]1([CH2:21][O:20][C:15]2[CH:16]=[N:17][C:18]([Cl:19])=[C:13]([C:10]3[CH:9]=[CH:8][C:7]([NH:6][C:3](=[O:4])[CH2:2][Cl:1])=[CH:12][CH:11]=3)[CH:14]=2)[CH2:24][CH2:23]1)([CH3:32])([CH3:30])[CH3:31].